The task is: Predict which catalyst facilitates the given reaction.. This data is from Catalyst prediction with 721,799 reactions and 888 catalyst types from USPTO. Reactant: [CH2:1]([C:3]1[CH:8]=[CH:7][C:6]([O:9][CH3:10])=[CH:5][CH:4]=1)[CH3:2].[Cl-].[Al+3].[Cl-].[Cl-].[C:15](Cl)(=[O:22])[C:16]1[CH:21]=[CH:20][CH:19]=[CH:18][CH:17]=1. Product: [CH2:1]([C:3]1[CH:4]=[CH:5][C:6]([O:9][CH3:10])=[C:7]([C:15]([C:16]2[CH:21]=[CH:20][CH:19]=[CH:18][CH:17]=2)=[O:22])[CH:8]=1)[CH3:2]. The catalyst class is: 2.